This data is from Full USPTO retrosynthesis dataset with 1.9M reactions from patents (1976-2016). The task is: Predict the reactants needed to synthesize the given product. (1) Given the product [F:17][C:18]([F:25])([F:24])[C:19]([NH:12][CH:3]([CH2:2][CH2:1][CH2:7][CH3:8])[C:4]([OH:6])=[O:5])=[O:20], predict the reactants needed to synthesize it. The reactants are: [CH2:1]([CH2:7][CH2:8]N)[CH2:2][CH2:3][C:4]([OH:6])=[O:5].C([N:12](CC)CC)C.[F:17][C:18]([F:25])([F:24])[C:19](OCC)=[O:20].Cl. (2) Given the product [NH2:16][CH2:15][C:14]1[CH:17]=[CH:18][C:11]([NH:4][C:3]2[CH:5]=[CH:6][C:7]([F:9])=[CH:8][CH:2]=2)=[CH:12][CH:13]=1, predict the reactants needed to synthesize it. The reactants are: Br[C:2]1[CH:8]=[C:7]([F:9])[CH:6]=[CH:5][C:3]=1[NH2:4].F[C:11]1[CH:18]=[CH:17][C:14]([C:15]#[N:16])=[CH:13][CH:12]=1. (3) Given the product [Br:31][C:32]1[CH:33]=[C:34]([CH:38]=[C:39]([O:41][C:42]([F:45])([F:44])[F:43])[CH:40]=1)[C:35]([N:7]([C:9]1[CH:10]=[N:11][CH:12]=[CH:13][C:14]=1[C:15]1[CH:20]=[CH:19][C:18]([F:21])=[CH:17][C:16]=1[O:22][CH3:23])[CH3:5])=[O:37], predict the reactants needed to synthesize it. The reactants are: FC1C=C(C=C(C(F)(F)F)C=1)[C:5]([N:7]([C:9]1[CH:10]=[N:11][CH:12]=[CH:13][C:14]=1[C:15]1[CH:20]=[CH:19][C:18]([F:21])=[CH:17][C:16]=1[O:22][CH3:23])C)=O.[Br:31][C:32]1[CH:33]=[C:34]([CH:38]=[C:39]([O:41][C:42]([F:45])([F:44])[F:43])[CH:40]=1)[C:35]([OH:37])=O. (4) Given the product [F:14][C:15]([F:17])([F:16])[CH:8]([C:7]1[CH:10]=[CH:11][CH:12]=[CH:13][C:6]=1[N:1]1[CH:5]=[CH:4][N:3]=[CH:2]1)[OH:9], predict the reactants needed to synthesize it. The reactants are: [N:1]1([C:6]2[CH:13]=[CH:12][CH:11]=[CH:10][C:7]=2[CH:8]=[O:9])[CH:5]=[CH:4][N:3]=[CH:2]1.[F:14][C:15]([Si](C)(C)C)([F:17])[F:16]. (5) Given the product [CH2:1]([O:3][C:4](=[O:17])[C:5]([O:8][C:9]1[CH:14]=[CH:13][C:12]([O:15][CH2:19][C:20]2[C:21]([CH3:37])=[N:22][C:23]([C:26]3[CH:31]=[CH:30][C:29]([C:32]([F:34])([F:35])[F:33])=[C:28]([F:36])[CH:27]=3)=[CH:24][CH:25]=2)=[CH:11][C:10]=1[CH3:16])([CH3:6])[CH3:7])[CH3:2], predict the reactants needed to synthesize it. The reactants are: [CH2:1]([O:3][C:4](=[O:17])[C:5]([O:8][C:9]1[CH:14]=[CH:13][C:12]([OH:15])=[CH:11][C:10]=1[CH3:16])([CH3:7])[CH3:6])[CH3:2].Cl[CH2:19][C:20]1[C:21]([CH3:37])=[N:22][C:23]([C:26]2[CH:31]=[CH:30][C:29]([C:32]([F:35])([F:34])[F:33])=[C:28]([F:36])[CH:27]=2)=[CH:24][CH:25]=1.C([O-])([O-])=O.[Cs+].[Cs+].